Dataset: Full USPTO retrosynthesis dataset with 1.9M reactions from patents (1976-2016). Task: Predict the reactants needed to synthesize the given product. (1) Given the product [Br:8][C:6]1[CH:7]=[C:2]([N:15]2[CH2:20][CH2:19][O:18][CH2:17][CH2:16]2)[CH:3]=[N:4][CH:5]=1, predict the reactants needed to synthesize it. The reactants are: Br[C:2]1[CH:3]=[N:4][CH:5]=[C:6]([Br:8])[CH:7]=1.CC([O-])(C)C.[Na+].[NH:15]1[CH2:20][CH2:19][O:18][CH2:17][CH2:16]1.C1C=CC(P(C2C(C3C(P(C4C=CC=CC=4)C4C=CC=CC=4)=CC=C4C=3C=CC=C4)=C3C(C=CC=C3)=CC=2)C2C=CC=CC=2)=CC=1. (2) The reactants are: [CH:1]1([C:4]2[N:8]=[C:7]([C:9]3[C:13]4[CH2:14][C:15]([CH3:19])([CH3:18])[CH2:16][CH2:17][C:12]=4[S:11][C:10]=3[NH2:20])[O:6][N:5]=2)[CH2:3][CH2:2]1.[CH:21]12[CH2:28][CH2:27][CH:24]([CH2:25][CH2:26]1)[C:23]1[C:29]([O:31][C:32](=[O:33])[C:22]2=1)=[O:30]. Given the product [CH:1]1([C:4]2[N:8]=[C:7]([C:9]3[C:13]4[CH2:14][C:15]([CH3:18])([CH3:19])[CH2:16][CH2:17][C:12]=4[S:11][C:10]=3[NH:20][C:32]([C:22]3[CH:21]4[CH2:28][CH2:27][CH:24]([CH2:25][CH2:26]4)[C:23]=3[C:29]([OH:31])=[O:30])=[O:33])[O:6][N:5]=2)[CH2:3][CH2:2]1, predict the reactants needed to synthesize it. (3) Given the product [Cl:19][C:20]1[CH:25]=[CH:24][C:23]([S:26][C:8]2[CH:9]=[CH:10][CH:11]=[CH:12][C:7]=2[C:5](=[O:6])[CH3:4])=[CH:22][CH:21]=1, predict the reactants needed to synthesize it. The reactants are: [N+]([CH2:4][C:5]([C:7]1[CH:12]=[CH:11][CH:10]=[CH:9][CH:8]=1)=[O:6])([O-])=O.C([O-])([O-])=O.[K+].[K+].[Cl:19][C:20]1[CH:25]=[CH:24][C:23]([SH:26])=[CH:22][CH:21]=1.O. (4) The reactants are: [Br:1][C:2]1[C:17]([CH2:18][N:19]2[CH2:24][CH2:23][O:22][CH2:21][CH2:20]2)=[CH:16][C:5]([C:6]([O:8]CC2C=CC=CC=2)=[O:7])=[C:4]([O:25][CH2:26][C:27]2[CH:32]=[CH:31][CH:30]=[CH:29][CH:28]=2)[CH:3]=1.[OH-].[Li+].O.Cl. Given the product [Br:1][C:2]1[C:17]([CH2:18][N:19]2[CH2:20][CH2:21][O:22][CH2:23][CH2:24]2)=[CH:16][C:5]([C:6]([OH:8])=[O:7])=[C:4]([O:25][CH2:26][C:27]2[CH:32]=[CH:31][CH:30]=[CH:29][CH:28]=2)[CH:3]=1, predict the reactants needed to synthesize it. (5) Given the product [C:1]([NH:8][C:9]1[S:10][CH:16]=[C:14]([CH2:13][Cl:12])[N:11]=1)([O:3][C:4]([CH3:6])([CH3:7])[CH3:5])=[O:2], predict the reactants needed to synthesize it. The reactants are: [C:1]([NH:8][C:9]([NH2:11])=[S:10])([O:3][C:4]([CH3:7])([CH3:6])[CH3:5])=[O:2].[Cl:12][CH2:13][C:14]([CH2:16]Cl)=O.C([O-])(O)=O.[Na+].CCOC(C)=O.CCCCCCC. (6) The reactants are: Cl[C:2]1[N:9]=[C:8]([C:10]2[CH:15]=[CH:14][CH:13]=[CH:12][CH:11]=2)[C:7]([C:16]2[CH:21]=[CH:20][C:19]([CH3:22])=[CH:18][CH:17]=2)=[CH:6][C:3]=1[C:4]#[N:5].[NH:23]1[CH2:28][CH2:27][O:26][CH2:25][CH2:24]1. Given the product [O:26]1[CH2:27][CH2:28][N:23]([C:2]2[N:9]=[C:8]([C:10]3[CH:15]=[CH:14][CH:13]=[CH:12][CH:11]=3)[C:7]([C:16]3[CH:21]=[CH:20][C:19]([CH3:22])=[CH:18][CH:17]=3)=[CH:6][C:3]=2[C:4]#[N:5])[CH2:24][CH2:25]1, predict the reactants needed to synthesize it.